This data is from Human liver microsome stability data. The task is: Regression/Classification. Given a drug SMILES string, predict its absorption, distribution, metabolism, or excretion properties. Task type varies by dataset: regression for continuous measurements (e.g., permeability, clearance, half-life) or binary classification for categorical outcomes (e.g., BBB penetration, CYP inhibition). Dataset: hlm. (1) The molecule is COc1cccc(CN(CCO)C(=O)Nc2ccc(-c3cn[nH]c3)cc2)c1. The result is 1 (stable in human liver microsomes). (2) The compound is N=C(Nc1ccc(Cl)c(Cl)c1)Nc1ncc[nH]1. The result is 0 (unstable in human liver microsomes). (3) The drug is COc1cccc(CN(CCN2CCCCC2)C(=O)Nc2ccc(-c3cn[nH]c3)cc2)c1. The result is 1 (stable in human liver microsomes). (4) The molecule is CN[C@H]1CC[C@@H](c2ccc(Cl)c(Cl)c2)c2ccccc21. The result is 0 (unstable in human liver microsomes). (5) The molecule is CCN(CC)CCCN=C(Nc1c2ccc(Cl)cc2nc2ccc(OC)nc12)C(C)C. The result is 1 (stable in human liver microsomes).